This data is from NCI-60 drug combinations with 297,098 pairs across 59 cell lines. The task is: Regression. Given two drug SMILES strings and cell line genomic features, predict the synergy score measuring deviation from expected non-interaction effect. (1) Drug 1: C1=CC(=CC=C1C#N)C(C2=CC=C(C=C2)C#N)N3C=NC=N3. Drug 2: C1CC(=O)NC(=O)C1N2C(=O)C3=CC=CC=C3C2=O. Cell line: SK-MEL-5. Synergy scores: CSS=-1.67, Synergy_ZIP=0.495, Synergy_Bliss=-0.841, Synergy_Loewe=-1.12, Synergy_HSA=-1.43. (2) Drug 1: C1=NC(=NC(=O)N1C2C(C(C(O2)CO)O)O)N. Drug 2: C1CCC(C(C1)N)N.C(=O)(C(=O)[O-])[O-].[Pt+4]. Cell line: A549. Synergy scores: CSS=30.1, Synergy_ZIP=-4.04, Synergy_Bliss=0.708, Synergy_Loewe=-1.23, Synergy_HSA=3.03.